From a dataset of Reaction yield outcomes from USPTO patents with 853,638 reactions. Predict the reaction yield, written as a fraction of the theoretical maximum amount of product (1.0 means a 100% yield; for example, 0.34 means a 34% yield). (1) The reactants are C(OC(N1[C@H](C(O)=O)C(C)(C)SC1)=O)(C)(C)C.C1(OP([Cl:34])(OC2C=CC=CC=2)=O)C=CC=CC=1.CCN(CC)CC.C(N)C=C.Cl.C(OC([N:54]1[C@H:58]([C:59](=[O:64])[NH:60][CH2:61][CH:62]=[CH2:63])[C:57]([CH3:66])([CH3:65])[S:56][CH2:55]1)=O)(C)(C)C. The catalyst is C(OCC)(=O)C. The product is [ClH:34].[CH2:61]([NH:60][C:59]([C@@H:58]1[C:57]([CH3:66])([CH3:65])[S:56][CH2:55][NH:54]1)=[O:64])[CH:62]=[CH2:63]. The yield is 0.952. (2) The reactants are [F:1][C:2]1[CH:3]=[N:4][C:5]([N:8]2[CH2:15][CH:14]3[C:10]([C:25]4[CH:26]=[N:27][CH:28]=[CH:29][CH:30]=4)([N:11](CC4C=CC(OC)=CC=4)[O:12][CH2:13]3)[CH2:9]2)=[N:6][CH:7]=1. The catalyst is FC(F)(F)C(O)=O. The product is [F:1][C:2]1[CH:7]=[N:6][C:5]([N:8]2[CH2:15][CH:14]3[C:10]([C:25]4[CH:26]=[N:27][CH:28]=[CH:29][CH:30]=4)([NH:11][O:12][CH2:13]3)[CH2:9]2)=[N:4][CH:3]=1. The yield is 0.960. (3) The reactants are [NH2:1][C:2]1[CH:9]=[CH:8][CH:7]=[C:6]([O:10][C@H:11]2[CH2:16][CH2:15][C@H:14]([CH2:17][NH2:18])[CH2:13][CH2:12]2)[C:3]=1[C:4]#[N:5].[CH3:19][O:20][CH2:21][C:22](O)=[O:23]. No catalyst specified. The product is [NH2:1][C:2]1[C:3]([C:4]#[N:5])=[C:6]([CH:7]=[CH:8][CH:9]=1)[O:10][C@H:11]1[CH2:16][CH2:15][C@H:14]([CH2:17][NH:18][C:22](=[O:23])[CH2:21][O:20][CH3:19])[CH2:13][CH2:12]1. The yield is 0.980. (4) The reactants are [C:1]1([C:7]2[O:8][C:9]([CH3:40])=[C:10]([CH2:12][O:13][C:14]3[CH:39]=[CH:38][C:17]([CH2:18][O:19][C:20]4[C:24](/[CH:25]=[CH:26]/[C:27]([O:29]CC)=[O:28])=[CH:23][N:22]([C:32]5[CH:37]=[CH:36][CH:35]=[CH:34][CH:33]=5)[N:21]=4)=[CH:16][CH:15]=3)[N:11]=2)[CH:6]=[CH:5][CH:4]=[CH:3][CH:2]=1.O1CCCC1.[OH-].[Na+].Cl. The catalyst is O.C(O)C. The product is [C:1]1([C:7]2[O:8][C:9]([CH3:40])=[C:10]([CH2:12][O:13][C:14]3[CH:39]=[CH:38][C:17]([CH2:18][O:19][C:20]4[C:24](/[CH:25]=[CH:26]/[C:27]([OH:29])=[O:28])=[CH:23][N:22]([C:32]5[CH:37]=[CH:36][CH:35]=[CH:34][CH:33]=5)[N:21]=4)=[CH:16][CH:15]=3)[N:11]=2)[CH:2]=[CH:3][CH:4]=[CH:5][CH:6]=1. The yield is 0.860. (5) The reactants are Br[C:2]1[CH:7]=[CH:6][C:5]([OH:8])=[C:4]([F:9])[CH:3]=1.[NH:10]1[CH:14]=[N:13][CH:12]=[N:11]1.P([O-])([O-])([O-])=O.[K+].[K+].[K+].CNCCNC.Cl. The catalyst is CN(C=O)C.[Cu]I.O. The product is [F:9][C:4]1[CH:3]=[C:2]([N:10]2[CH:14]=[N:13][CH:12]=[N:11]2)[CH:7]=[CH:6][C:5]=1[OH:8]. The yield is 0.0394. (6) The reactants are CS(C1[CH:10]=[CH:9][C:8]([C:11]2[CH:16]=[CH:15][C:14]([C:17](=[C:25]3[CH2:30][C:29]([CH3:32])([CH3:31])[CH2:28][C:27]([CH3:34])([CH3:33])[CH2:26]3)[C:18]3[CH:23]=[CH:22][C:21]([OH:24])=[CH:20][CH:19]=3)=[CH:13][CH:12]=2)=[CH:7]C=1)(=O)=O.BrC1C=CC(C(=C2CC(C)(C)CC(C)(C)C2)C2C=CC([OH:49])=CC=2)=CC=1.O1C=CC(B(O)O)=C1.C([O-])([O-])=O.[Na+].[Na+]. The catalyst is CCOCC.Cl[Pd](Cl)([P](C1C=CC=CC=1)(C1C=CC=CC=1)C1C=CC=CC=1)[P](C1C=CC=CC=1)(C1C=CC=CC=1)C1C=CC=CC=1.O.C1COCC1. The product is [O:49]1[CH:10]=[CH:9][C:8]([C:11]2[CH:16]=[CH:15][C:14]([C:17](=[C:25]3[CH2:30][C:29]([CH3:32])([CH3:31])[CH2:28][C:27]([CH3:33])([CH3:34])[CH2:26]3)[C:18]3[CH:23]=[CH:22][C:21]([OH:24])=[CH:20][CH:19]=3)=[CH:13][CH:12]=2)=[CH:7]1. The yield is 0.690. (7) The reactants are [Br:1][C:2]1[CH:7]=[C:6]([N+:8]([O-:10])=[O:9])[CH:5]=[C:4]([NH2:11])[C:3]=1[NH2:12].[C:13](O)(=O)[CH:14]([CH3:16])[CH3:15].Cl.[OH-].[Na+]. No catalyst specified. The product is [Br:1][C:2]1[C:3]2[N:12]=[C:13]([CH:14]([CH3:16])[CH3:15])[NH:11][C:4]=2[CH:5]=[C:6]([N+:8]([O-:10])=[O:9])[CH:7]=1. The yield is 0.710.